Task: Predict which catalyst facilitates the given reaction.. Dataset: Catalyst prediction with 721,799 reactions and 888 catalyst types from USPTO (1) Product: [ClH:31].[ClH:31].[NH:20]1[CH2:21][CH2:22][CH:18]([N:14]2[C:15]3[C:10](=[CH:9][C:8]([NH:7][C:6]([C:2]4[S:1][CH:5]=[CH:4][CH:3]=4)=[NH:30])=[CH:17][CH:16]=3)[CH2:11][CH2:12][CH2:13]2)[CH2:19]1. The catalyst class is: 5. Reactant: [S:1]1[CH:5]=[CH:4][CH:3]=[C:2]1[C:6](=[NH:30])[NH:7][C:8]1[CH:9]=[C:10]2[C:15](=[CH:16][CH:17]=1)[N:14]([CH:18]1[CH2:22][CH2:21][N:20](C(OC(C)(C)C)=O)[CH2:19]1)[CH2:13][CH2:12][CH2:11]2.[ClH:31]. (2) Reactant: [NH2:1][C:2]1[CH:7]=[C:6]([C:8]2[O:9][CH:10]=[C:11]([C:13]([O:15][CH2:16][CH3:17])=[O:14])[N:12]=2)[CH:5]=[CH:4][N:3]=1.[C:18](O[C:18]([O:20][C:21]([CH3:24])([CH3:23])[CH3:22])=[O:19])([O:20][C:21]([CH3:24])([CH3:23])[CH3:22])=[O:19]. Product: [C:21]([O:20][C:18]([NH:1][C:2]1[CH:7]=[C:6]([C:8]2[O:9][CH:10]=[C:11]([C:13]([O:15][CH2:16][CH3:17])=[O:14])[N:12]=2)[CH:5]=[CH:4][N:3]=1)=[O:19])([CH3:24])([CH3:23])[CH3:22]. The catalyst class is: 107. (3) Product: [CH3:16][CH:10]([CH2:9][C:7]1[CH:6]=[CH:5][N:4]=[C:3]([C:1]2[S:20][C:19]3[CH:21]=[CH:22][CH:23]=[CH:24][C:18]=3[C:17](=[O:25])[N:2]=2)[CH:8]=1)[C:11]([O:13][CH2:14][CH3:15])=[O:12]. The catalyst class is: 11. Reactant: [C:1]([C:3]1[CH:8]=[C:7]([CH2:9][CH:10]([CH3:16])[C:11]([O:13][CH2:14][CH3:15])=[O:12])[CH:6]=[CH:5][N:4]=1)#[N:2].[C:17](OC)(=[O:25])[C:18]1[C:19](=[CH:21][CH:22]=[CH:23][CH:24]=1)[SH:20].C(N(CC)CC)C.C(OC(C)C)(C)C. (4) Reactant: C(=O)([O-])[O-].[K+].[K+].FC(F)(F)S(O[C:13]1[CH:18]=[C:17]([CH3:19])[C:16]([Br:20])=[C:15]([CH3:21])[CH:14]=1)(=O)=O.[O:24]1[CH2:29][CH:28]=[C:27](B2OC(C)(C)C(C)(C)O2)[CH2:26][CH2:25]1. Product: [Br:20][C:16]1[C:17]([CH3:19])=[CH:18][C:13]([C:27]2[CH2:28][CH2:29][O:24][CH2:25][CH:26]=2)=[CH:14][C:15]=1[CH3:21]. The catalyst class is: 3. (5) Reactant: [NH2:1][C:2]1[CH:7]=[CH:6][C:5]([C:8]2[CH:13]=[CH:12][C:11]([C:14]([NH:16][C:17]([CH3:23])([C:19]([O:21]C)=[O:20])[CH3:18])=[O:15])=[CH:10][CH:9]=2)=[CH:4][CH:3]=1.[CH3:24][C:25]1[CH:30]=[C:29]([CH3:31])[CH:28]=[CH:27][C:26]=1[N:32]=[C:33]=[O:34].[OH-].[Na+]. Product: [CH3:24][C:25]1[CH:30]=[C:29]([CH3:31])[CH:28]=[CH:27][C:26]=1[NH:32][C:33]([NH:1][C:2]1[CH:3]=[CH:4][C:5]([C:8]2[CH:13]=[CH:12][C:11]([C:14]([NH:16][C:17]([CH3:23])([C:19]([OH:21])=[O:20])[CH3:18])=[O:15])=[CH:10][CH:9]=2)=[CH:6][CH:7]=1)=[O:34]. The catalyst class is: 68. (6) Reactant: [Cl:1][C:2]1[CH:9]=[CH:8][CH:7]=[C:6]([Cl:10])[C:3]=1[CH:4]=[O:5].[CH2:11]([Mg]Cl)[CH3:12].C1COCC1. Product: [Cl:1][C:2]1[CH:9]=[CH:8][CH:7]=[C:6]([Cl:10])[C:3]=1[CH:4]([OH:5])[CH2:11][CH3:12]. The catalyst class is: 1. (7) Reactant: CC1(C)[O:7][C@@H:6]2[C@@H:8]([OH:13])[C@@H:9]([OH:12])[CH2:10][O:11][C@@H:5]2[CH2:4][O:3]1.Cl.C([O-])(O)=O.[Na+]. Product: [OH:3][CH2:4][C@@H:5]1[C@H:6]([OH:7])[C@@H:8]([OH:13])[C@@H:9]([OH:12])[CH2:10][O:11]1. The catalyst class is: 191. (8) Reactant: [S:1]1[C:5]2[CH:6]=[CH:7][CH:8]=[CH:9][C:4]=2[N:3]=[C:2]1[OH:10].C(=O)([O-])[O-].[K+].[K+].Br[CH2:18][C:19]([O:21]CC)=[O:20]. The catalyst class is: 21. Product: [S:1]1[C:5]2[CH:6]=[CH:7][CH:8]=[CH:9][C:4]=2[N:3]=[C:2]1[O:10][CH2:18][C:19]([OH:21])=[O:20].